This data is from Forward reaction prediction with 1.9M reactions from USPTO patents (1976-2016). The task is: Predict the product of the given reaction. (1) Given the reactants [F:1][C:2]([F:7])([F:6])[C:3]([OH:5])=[O:4].FC(F)(F)C(O)=O.[Cl:15][C:16]1[CH:17]=[N:18][C:19]2[NH:20][C:21]3[CH:22]=[CH:23][CH:24]=[C:25]([CH:47]=3)[CH2:26][CH2:27][C:28]3[CH:36]=[C:32]([NH:33][C:34]=1[N:35]=2)[CH:31]=[CH:30][C:29]=3[NH:37][C:38](=[O:46])[CH2:39][CH:40]1[CH2:45][CH2:44][NH:43][CH2:42][CH2:41]1.[CH3:48][N:49]([CH3:54])[S:50](Cl)(=[O:52])=[O:51], predict the reaction product. The product is: [F:1][C:2]([F:7])([F:6])[C:3]([OH:5])=[O:4].[Cl:15][C:16]1[CH:17]=[N:18][C:19]2[NH:20][C:21]3[CH:22]=[CH:23][CH:24]=[C:25]([CH:47]=3)[CH2:26][CH2:27][C:28]3[CH:36]=[C:32]([NH:33][C:34]=1[N:35]=2)[CH:31]=[CH:30][C:29]=3[NH:37][C:38](=[O:46])[CH2:39][CH:40]1[CH2:45][CH2:44][N:43]([S:50]([N:49]([CH3:54])[CH3:48])(=[O:52])=[O:51])[CH2:42][CH2:41]1. (2) Given the reactants S(Br)([Br:3])=O.[C:5]([OH:14])(=O)[CH2:6][CH2:7][CH2:8][CH2:9][CH2:10][CH2:11][CH3:12], predict the reaction product. The product is: [C:5]([Br:3])(=[O:14])[CH2:6][CH2:7][CH2:8][CH2:9][CH2:10][CH2:11][CH3:12]. (3) Given the reactants COC([C:5]1[C:9](=[O:10])[O:8][CH2:7][C:6]=1O)=O.[Cl:12][C:13]1[N:18]=[CH:17][C:16]([CH2:19][NH:20][CH2:21][CH:22]([F:24])[F:23])=[CH:15][CH:14]=1.S([O-])(O)(=O)=O.[K+].O, predict the reaction product. The product is: [Cl:12][C:13]1[N:18]=[CH:17][C:16]([CH2:19][N:20]([CH2:21][CH:22]([F:24])[F:23])[C:6]2[CH2:7][O:8][C:9](=[O:10])[CH:5]=2)=[CH:15][CH:14]=1. (4) Given the reactants [CH3:1][N:2]([CH2:10][C:11]1[CH:15]=[C:14]([C:16]2[CH:21]=[CH:20][CH:19]=[CH:18][CH:17]=2)[N:13]([S:22]([C:25]2[CH:30]=[CH:29][CH:28]=[C:27]([C:31]3[NH:35][N:34]=[N:33][N:32]=3)[CH:26]=2)(=[O:24])=[O:23])[CH:12]=1)C(=O)OC(C)(C)C.C(OCC)(=O)C.[ClH:42], predict the reaction product. The product is: [ClH:42].[CH3:1][NH:2][CH2:10][C:11]1[CH:15]=[C:14]([C:16]2[CH:17]=[CH:18][CH:19]=[CH:20][CH:21]=2)[N:13]([S:22]([C:25]2[CH:30]=[CH:29][CH:28]=[C:27]([C:31]3[NH:32][N:33]=[N:34][N:35]=3)[CH:26]=2)(=[O:24])=[O:23])[CH:12]=1. (5) Given the reactants [F:1][C:2]1[CH:7]=[CH:6][C:5]([N:8]2[C:12]([C:13]3[CH:18]=[CH:17][C:16]([S:19]([CH3:22])(=[O:21])=[O:20])=[CH:15][CH:14]=3)=[CH:11][C:10]([CH2:23][C:24](O)=[O:25])=[C:9]2[CH3:27])=[CH:4][CH:3]=1.[NH2:28][C@@H:29]([CH2:33][OH:34])[C:30]([OH:32])=[O:31], predict the reaction product. The product is: [OH:34][CH2:33][C@H:29]([NH:28][C:24](=[O:25])[CH2:23][C:10]1[CH:11]=[C:12]([C:13]2[CH:18]=[CH:17][C:16]([S:19]([CH3:22])(=[O:21])=[O:20])=[CH:15][CH:14]=2)[N:8]([C:5]2[CH:4]=[CH:3][C:2]([F:1])=[CH:7][CH:6]=2)[C:9]=1[CH3:27])[C:30]([OH:32])=[O:31]. (6) Given the reactants [F:1][C:2]1[CH:3]=[C:4]([CH:8]2[CH2:12][CH2:11][CH2:10][N:9]2[C:13]2[CH:18]=[CH:17][N:16]3[N:19]=[CH:20][C:21]([C:22]([O:24]CC)=[O:23])=[C:15]3[N:14]=2)[CH:5]=[N:6][CH:7]=1.[Li+].[OH-], predict the reaction product. The product is: [F:1][C:2]1[CH:3]=[C:4]([CH:8]2[CH2:12][CH2:11][CH2:10][N:9]2[C:13]2[CH:18]=[CH:17][N:16]3[N:19]=[CH:20][C:21]([C:22]([OH:24])=[O:23])=[C:15]3[N:14]=2)[CH:5]=[N:6][CH:7]=1. (7) Given the reactants [CH2:1]([C:7]1([CH:14]=[O:15])[CH2:12][CH:11]2[CH2:13][CH:8]1[CH:9]=[CH:10]2)[CH2:2][CH2:3][CH2:4][CH2:5][CH3:6].[Cl-].[Al+3].[Cl-].[Cl-].S(=O)(=O)(O)O, predict the reaction product. The product is: [CH2:1]([CH:7]1[CH2:12][CH:11]2[CH2:10][CH:9]([CH:8]=[CH:13]2)[C:14]1=[O:15])[CH2:2][CH2:3][CH2:4][CH2:5][CH3:6].